This data is from Reaction yield outcomes from USPTO patents with 853,638 reactions. The task is: Predict the reaction yield, written as a fraction of the theoretical maximum amount of product (1.0 means a 100% yield; for example, 0.34 means a 34% yield). (1) The reactants are [NH2:1][C:2]1[C:11]([N+:12]([O-])=O)=[CH:10][CH:9]=[C:8]2[C:3]=1[C:4](=[O:17])[NH:5][C:6](=[O:16])[N:7]2[CH3:15]. The catalyst is CO.[Pd]. The product is [NH2:1][C:2]1[C:11]([NH2:12])=[CH:10][CH:9]=[C:8]2[C:3]=1[C:4](=[O:17])[NH:5][C:6](=[O:16])[N:7]2[CH3:15]. The yield is 0.990. (2) The reactants are [C:1]([OH:24])(=O)[CH2:2][CH2:3]/[CH:4]=[CH:5]\[CH2:6]/[CH:7]=[CH:8]\[CH2:9]/[CH:10]=[CH:11]\[CH2:12]/[CH:13]=[CH:14]\[CH2:15]/[CH:16]=[CH:17]\[CH2:18]/[CH:19]=[CH:20]\[CH2:21][CH3:22].C(Cl)(=O)C([Cl:28])=O. The catalyst is C(Cl)Cl.CN(C=O)C. The product is [C:1]([Cl:28])(=[O:24])[CH2:2][CH2:3]/[CH:4]=[CH:5]\[CH2:6]/[CH:7]=[CH:8]\[CH2:9]/[CH:10]=[CH:11]\[CH2:12]/[CH:13]=[CH:14]\[CH2:15]/[CH:16]=[CH:17]\[CH2:18]/[CH:19]=[CH:20]\[CH2:21][CH3:22]. The yield is 1.00. (3) The reactants are [CH:1](=[O:8])[C:2]1[CH:7]=[CH:6][CH:5]=[N:4][CH:3]=1.[CH2:9]([Li])[CH2:10][CH2:11][CH3:12].[Cl-].[NH4+].O. The catalyst is C1COCC1. The product is [N:4]1[CH:5]=[CH:6][CH:7]=[C:2]([CH:1]([OH:8])[CH2:9][CH2:10][CH2:11][CH3:12])[CH:3]=1. The yield is 0.750. (4) The catalyst is C1C=CC([P]([Pd]([P](C2C=CC=CC=2)(C2C=CC=CC=2)C2C=CC=CC=2)([P](C2C=CC=CC=2)(C2C=CC=CC=2)C2C=CC=CC=2)[P](C2C=CC=CC=2)(C2C=CC=CC=2)C2C=CC=CC=2)(C2C=CC=CC=2)C2C=CC=CC=2)=CC=1. The reactants are Br[C:2]1[CH:7]=[CH:6][C:5]([Br:8])=[CH:4][N:3]=1.[Cl-].C([O-])(O)=O.[Na+].[CH2:15]1[CH2:19]OC[CH2:16]1. The yield is 1.03. The product is [Br:8][C:5]1[CH:6]=[CH:7][C:2]([CH:16]2[CH2:15][CH2:19]2)=[N:3][CH:4]=1. (5) The reactants are [Cl:1][C:2]1[CH:3]=[C:4]2[C:8](=[CH:9][CH:10]=1)[NH:7][CH:6]=[C:5]2[CH2:11][CH2:12][NH:13][C:14]([C:16]1[CH:20]=[C:19]([CH2:21][C:22]2[CH:27]=[C:26]([F:28])[CH:25]=[CH:24][C:23]=2[F:29])[O:18][N:17]=1)=[O:15].[F-].C([N+](CCCC)(CCCC)CCCC)CCC.C1C[O:51]CC1. No catalyst specified. The product is [Cl:1][C:2]1[CH:3]=[C:4]2[C:8](=[CH:9][CH:10]=1)[NH:7][CH:6]=[C:5]2[CH2:11][CH2:12][NH:13][C:14]([C:16]1[CH:20]=[C:19]([C:21](=[O:51])[C:22]2[CH:27]=[C:26]([F:28])[CH:25]=[CH:24][C:23]=2[F:29])[O:18][N:17]=1)=[O:15]. The yield is 0.190. (6) The reactants are [Mg].Cl[CH:3]1[CH2:8][CH2:7][N:6]([CH3:9])[CH2:5][CH2:4]1.[Cl:10][C:11]1[CH:46]=[CH:45][C:14]([C:15]([C:17]2[CH:18]=[C:19]([C:35]3[CH:40]=[CH:39][N:38]=[C:37]([NH:41][C:42](=[O:44])[CH3:43])[CH:36]=3)[S:20][C:21]=2[C:22]2[N:26]=[CH:25][N:24]([CH2:27][O:28][CH2:29][CH2:30][Si:31]([CH3:34])([CH3:33])[CH3:32])[N:23]=2)=[O:16])=[CH:13][CH:12]=1. The catalyst is O1CCCC1. The product is [Cl:10][C:11]1[CH:12]=[CH:13][C:14]([C:15]([OH:16])([CH:3]2[CH2:8][CH2:7][N:6]([CH3:9])[CH2:5][CH2:4]2)[C:17]2[CH:18]=[C:19]([C:35]3[CH:40]=[CH:39][N:38]=[C:37]([NH:41][C:42](=[O:44])[CH3:43])[CH:36]=3)[S:20][C:21]=2[C:22]2[N:26]=[CH:25][N:24]([CH2:27][O:28][CH2:29][CH2:30][Si:31]([CH3:32])([CH3:34])[CH3:33])[N:23]=2)=[CH:45][CH:46]=1. The yield is 0.443.